From a dataset of Reaction yield outcomes from USPTO patents with 853,638 reactions. Predict the reaction yield, written as a fraction of the theoretical maximum amount of product (1.0 means a 100% yield; for example, 0.34 means a 34% yield). (1) The catalyst is C(O)C.C(Cl)Cl. The product is [O:8]1[C:3]2[CH:4]=[CH:5][CH:6]=[CH:7][C:2]=2[N:1]=[C:14]1[CH2:16][C:17]#[N:18]. The reactants are [NH2:1][C:2]1[CH:7]=[CH:6][CH:5]=[CH:4][C:3]=1[OH:8].C(O)(=O)C.C(#N)[CH:14]([CH2:16][C:17]#[N:18])O. The yield is 0.710. (2) The reactants are [CH3:1][O:2][C:3]([NH:5][C@H:6]([C:10]([N:12]1[CH2:16][C@@H:15]([CH3:17])[CH2:14][C@H:13]1[C:18]1[NH:19][C:20]([C:23]2[CH:28]=[C:27]3[CH2:29][O:30][C:31]4[CH:56]=[C:55]5[C:34]([CH:35]=[CH:36][C:37]6[N:41]=[C:40]([C@@H:42]7[CH2:46][C@H:45]([CH3:47])[CH2:44][N:43]7C(OC(C)(C)C)=O)[NH:39][C:38]=65)=[CH:33][C:32]=4[C:26]3=[CH:25][CH:24]=2)=[CH:21][N:22]=1)=[O:11])[CH:7]([CH3:9])[CH3:8])=[O:4].Cl.[CH3:58][O:59][C:60]([NH:62][C@H:63]([C:67]1[CH:72]=[CH:71][CH:70]=[CH:69][CH:68]=1)[C:64]([OH:66])=O)=[O:61].CCOC(C(C#N)=NOC(N1CCOCC1)=[N+](C)C)=O.F[P-](F)(F)(F)(F)F.CCN(C(C)C)C(C)C. The catalyst is C(Cl)Cl.CO.CCOC(C)=O.CN(C=O)C.CO. The product is [CH3:58][O:59][C:60]([NH:62][C@H:63]([C:67]1[CH:72]=[CH:71][CH:70]=[CH:69][CH:68]=1)[C:64]([N:43]1[CH2:44][C@@H:45]([CH3:47])[CH2:46][C@H:42]1[C:40]1[NH:39][C:38]2[C:55]3[C:34]([CH:35]=[CH:36][C:37]=2[N:41]=1)=[CH:33][C:32]1[C:26]2[C:27]([CH2:29][O:30][C:31]=1[CH:56]=3)=[CH:28][C:23]([C:20]1[NH:19][C:18]([C@@H:13]3[CH2:14][C@H:15]([CH3:17])[CH2:16][N:12]3[C:10](=[O:11])[C@@H:6]([NH:5][C:3](=[O:4])[O:2][CH3:1])[CH:7]([CH3:8])[CH3:9])=[N:22][CH:21]=1)=[CH:24][CH:25]=2)=[O:66])=[O:61]. The yield is 0.530. (3) The reactants are [F:1][C:2]1[CH:3]=[C:4]([C@@:12]([C:21]2[CH:26]=[CH:25][C:24]([F:27])=[CH:23][CH:22]=2)([NH2:20])[CH2:13][C:14]2[CH:19]=[CH:18][CH:17]=[CH:16][CH:15]=2)[CH:5]=[C:6]([C:8]([F:11])([F:10])[F:9])[CH:7]=1.[F:28][C:29]1[CH:36]=[CH:35][C:32]([CH:33]=O)=[CH:31][C:30]=1[C:37]([F:40])([F:39])[F:38].C(O)(=O)C.[BH-](OC(C)=O)(OC(C)=O)OC(C)=O.[Na+]. The catalyst is ClC(Cl)C. The product is [F:28][C:29]1[CH:36]=[CH:35][C:32]([CH2:33][NH:20][C@@:12]([C:4]2[CH:5]=[C:6]([C:8]([F:10])([F:11])[F:9])[CH:7]=[C:2]([F:1])[CH:3]=2)([C:21]2[CH:26]=[CH:25][C:24]([F:27])=[CH:23][CH:22]=2)[CH2:13][C:14]2[CH:15]=[CH:16][CH:17]=[CH:18][CH:19]=2)=[CH:31][C:30]=1[C:37]([F:38])([F:39])[F:40]. The yield is 0.460. (4) The product is [C:1]([O:5][C:6]([N:8]1[CH2:13][CH2:12][C:11]2[N:14]([CH2:27][CH2:28][CH2:29][N:44]3[CH2:45][CH2:46][CH:41]([N:34]4[C:35]5[CH:40]=[CH:39][CH:38]=[CH:37][C:36]=5[N:32]([CH3:31])[C:33]4=[O:47])[CH2:42][CH2:43]3)[N:15]=[C:16]([C:17]3[CH:18]=[CH:19][C:20]([C:23]([F:25])([F:26])[F:24])=[CH:21][CH:22]=3)[C:10]=2[CH2:9]1)=[O:7])([CH3:4])([CH3:2])[CH3:3]. The yield is 0.850. The reactants are [C:1]([O:5][C:6]([N:8]1[CH2:13][CH2:12][C:11]2[N:14]([CH2:27][CH2:28][CH:29]=O)[N:15]=[C:16]([C:17]3[CH:22]=[CH:21][C:20]([C:23]([F:26])([F:25])[F:24])=[CH:19][CH:18]=3)[C:10]=2[CH2:9]1)=[O:7])([CH3:4])([CH3:3])[CH3:2].[CH3:31][N:32]1[C:36]2[CH:37]=[CH:38][CH:39]=[CH:40][C:35]=2[N:34]([CH:41]2[CH2:46][CH2:45][NH:44][CH2:43][CH2:42]2)[C:33]1=[O:47].CC(O)=O.[BH-](OC(C)=O)(OC(C)=O)OC(C)=O.[Na+].C([O-])(O)=O.[Na+]. The catalyst is C(Cl)Cl. (5) The reactants are B(F)(F)F.CC[O:7][CH2:8][CH3:9].[Cl:10][C:11]1[N:16]=[CH:15][C:14](N)=[C:13]([I:18])[CH:12]=1.N(OC(C)(C)C)=[O:20]. The catalyst is COCCOC.C(Cl)Cl. The product is [Cl:10][C:11]1[N:16]=[CH:15][C:14]([O:7][C:8](=[O:20])[CH3:9])=[C:13]([I:18])[CH:12]=1. The yield is 0.490. (6) The reactants are [C:1]([N:4]1[CH2:13][CH2:12][C:11]2[C:6](=[CH:7][C:8]([C:14]3[CH:15]=[C:16]([C:20]4([C:28]5[CH:33]=[CH:32][CH:31]=[CH:30][CH:29]=5)[N:24]=[C:23]([NH2:25])[N:22]([CH3:26])[C:21]4=[O:27])[CH:17]=[CH:18][CH:19]=3)=[CH:9][CH:10]=2)[CH2:5]1)(=[O:3])[CH3:2].[ClH:34]. The catalyst is ClCCl. The product is [ClH:34].[C:1]([N:4]1[CH2:13][CH2:12][C:11]2[C:6](=[CH:7][C:8]([C:14]3[CH:15]=[C:16]([C:20]4([C:28]5[CH:33]=[CH:32][CH:31]=[CH:30][CH:29]=5)[N:24]=[C:23]([NH2:25])[N:22]([CH3:26])[C:21]4=[O:27])[CH:17]=[CH:18][CH:19]=3)=[CH:9][CH:10]=2)[CH2:5]1)(=[O:3])[CH3:2]. The yield is 0.790. (7) No catalyst specified. The reactants are I[C:2]1[CH:3]=[C:4]([N:8]2[C:16]3[C:11](=[CH:12][CH:13]=[CH:14][CH:15]=3)[C:10]([C:17]([NH2:19])=[O:18])=[N:9]2)[CH:5]=[CH:6][CH:7]=1.[S:20]1[CH:24]=[CH:23][N:22]=[C:21]1[C@@:25]([OH:29])([C:27]#[CH:28])[CH3:26]. The yield is 0.520. The product is [OH:29][C@@:25]([C:21]1[S:20][CH:24]=[CH:23][N:22]=1)([CH3:26])[C:27]#[C:28][C:2]1[CH:3]=[C:4]([N:8]2[C:16]3[C:11](=[CH:12][CH:13]=[CH:14][CH:15]=3)[C:10]([C:17]([NH2:19])=[O:18])=[N:9]2)[CH:5]=[CH:6][CH:7]=1. (8) The reactants are [Br:1]N1C(C)(C)C(=O)N(Br)C1=O.[CH3:12][C:13]1[C:21]([N+:22]([O-:24])=[O:23])=[CH:20][CH:19]=[CH:18][C:14]=1[C:15]([OH:17])=[O:16]. The catalyst is OS(O)(=O)=O. The product is [Br:1][C:19]1[CH:20]=[C:21]([N+:22]([O-:24])=[O:23])[C:13]([CH3:12])=[C:14]([CH:18]=1)[C:15]([OH:17])=[O:16]. The yield is 0.982.